Dataset: Reaction yield outcomes from USPTO patents with 853,638 reactions. Task: Predict the reaction yield, written as a fraction of the theoretical maximum amount of product (1.0 means a 100% yield; for example, 0.34 means a 34% yield). (1) The reactants are [CH3:1][O:2][C:3]1[CH:4]=[C:5]2[C:10](=[CH:11][C:12]=1[O:13][CH3:14])[N:9]=[CH:8][N:7]=[C:6]2[O:15][C:16]1[CH:17]=[C:18]([CH:20]=[CH:21][CH:22]=1)[NH2:19].[CH3:23][O:24][CH2:25][C:26]([C:29]1[CH:33]=[C:32]([NH:34][C:35](=O)[O:36]C2C=CC=CC=2)[O:31][N:30]=1)([CH3:28])[CH3:27].COC1C=C2C(=CC=1OC)N=CN=C2OC1C=C(NC(NC2ON=C(C(C)C)C=2)=O)C=CC=1. No catalyst specified. The product is [CH3:1][O:2][C:3]1[CH:4]=[C:5]2[C:10](=[CH:11][C:12]=1[O:13][CH3:14])[N:9]=[CH:8][N:7]=[C:6]2[O:15][C:16]1[CH:17]=[C:18]([NH:19][C:35]([NH:34][C:32]2[O:31][N:30]=[C:29]([C:26]([CH3:28])([CH3:27])[CH2:25][O:24][CH3:23])[CH:33]=2)=[O:36])[CH:20]=[CH:21][CH:22]=1. The yield is 0.540. (2) The reactants are Br[C:2]1[C:3]([Cl:21])=[C:4](/[N:8]=[C:9]2/[C:10]3[CH:20]=[CH:19][CH:18]=[CH:17][C:11]=3[N:12]([CH3:16])[C:13](=[O:15])[O:14]/2)[CH:5]=[CH:6][CH:7]=1.[CH3:22][C:23]1([CH3:39])[C:27]([CH3:29])([CH3:28])[O:26][B:25]([B:25]2[O:26][C:27]([CH3:29])([CH3:28])[C:23]([CH3:39])([CH3:22])[O:24]2)[O:24]1.C([O-])(=O)C.[K+]. The catalyst is O1CCOCC1.C1C=CC(P(C2C=CC=CC=2)[C-]2C=CC=C2)=CC=1.C1C=CC(P(C2C=CC=CC=2)[C-]2C=CC=C2)=CC=1.Cl[Pd]Cl.[Fe+2].C(Cl)Cl. The product is [Cl:21][C:3]1[C:2]([B:25]2[O:26][C:27]([CH3:29])([CH3:28])[C:23]([CH3:39])([CH3:22])[O:24]2)=[CH:7][CH:6]=[CH:5][C:4]=1/[N:8]=[C:9]1/[C:10]2[CH:20]=[CH:19][CH:18]=[CH:17][C:11]=2[N:12]([CH3:16])[C:13](=[O:15])[O:14]/1. The yield is 0.820.